Predict which catalyst facilitates the given reaction. From a dataset of Catalyst prediction with 721,799 reactions and 888 catalyst types from USPTO. (1) Reactant: [N+:1]([C:4]1[CH:14]=[CH:13][C:12]2[CH:11]3[CH2:15][CH:7]([CH2:8][N:9]([C:16](=[O:21])[C:17]([F:20])([F:19])[F:18])[CH2:10]3)[C:6]=2[CH:5]=1)([O-])=O. Product: [NH2:1][C:4]1[CH:14]=[CH:13][C:12]2[CH:11]3[CH2:15][CH:7]([CH2:8][N:9]([C:16](=[O:21])[C:17]([F:20])([F:18])[F:19])[CH2:10]3)[C:6]=2[CH:5]=1. The catalyst class is: 19. (2) Reactant: [CH3:1][C:2]1([C:8](Cl)=[O:9])[CH2:7][CH2:6][CH2:5][CH2:4][CH2:3]1.[CH:11]1([CH2:17][C@@H:18]([NH2:33])[CH2:19][N:20]2[CH2:25][CH2:24][N:23]([C:26]3[CH:31]=[CH:30][CH:29]=[CH:28][C:27]=3[OH:32])[CH2:22][CH2:21]2)[CH2:16][CH2:15][CH2:14][CH2:13][CH2:12]1. The catalyst class is: 66. Product: [CH:11]1([CH2:17][C@@H:18]([NH:33][C:8]([C:2]2([CH3:1])[CH2:7][CH2:6][CH2:5][CH2:4][CH2:3]2)=[O:9])[CH2:19][N:20]2[CH2:25][CH2:24][N:23]([C:26]3[CH:31]=[CH:30][CH:29]=[CH:28][C:27]=3[OH:32])[CH2:22][CH2:21]2)[CH2:16][CH2:15][CH2:14][CH2:13][CH2:12]1.